This data is from NCI-60 drug combinations with 297,098 pairs across 59 cell lines. The task is: Regression. Given two drug SMILES strings and cell line genomic features, predict the synergy score measuring deviation from expected non-interaction effect. (1) Drug 1: C1CCN(CC1)CCOC2=CC=C(C=C2)C(=O)C3=C(SC4=C3C=CC(=C4)O)C5=CC=C(C=C5)O. Drug 2: C(CN)CNCCSP(=O)(O)O. Cell line: TK-10. Synergy scores: CSS=4.74, Synergy_ZIP=0.885, Synergy_Bliss=9.59, Synergy_Loewe=5.21, Synergy_HSA=5.49. (2) Drug 1: CN(C)C1=NC(=NC(=N1)N(C)C)N(C)C. Drug 2: CC(C1=C(C=CC(=C1Cl)F)Cl)OC2=C(N=CC(=C2)C3=CN(N=C3)C4CCNCC4)N. Cell line: A498. Synergy scores: CSS=-1.52, Synergy_ZIP=-0.0778, Synergy_Bliss=-0.616, Synergy_Loewe=-14.3, Synergy_HSA=-5.51. (3) Drug 1: C1=C(C(=O)NC(=O)N1)N(CCCl)CCCl. Drug 2: C1=CN(C=N1)CC(O)(P(=O)(O)O)P(=O)(O)O. Cell line: SF-268. Synergy scores: CSS=4.56, Synergy_ZIP=-12.6, Synergy_Bliss=-21.9, Synergy_Loewe=-24.5, Synergy_HSA=-21.0. (4) Drug 1: C1CC(=O)NC(=O)C1N2CC3=C(C2=O)C=CC=C3N. Drug 2: C1CN(CCN1C(=O)CCBr)C(=O)CCBr. Cell line: MCF7. Synergy scores: CSS=21.1, Synergy_ZIP=-6.32, Synergy_Bliss=-0.110, Synergy_Loewe=-0.928, Synergy_HSA=0.754.